Dataset: Forward reaction prediction with 1.9M reactions from USPTO patents (1976-2016). Task: Predict the product of the given reaction. (1) The product is: [ClH:1].[Cl:1][C:2]1[C:9]([Cl:10])=[CH:8][CH:7]=[C:6]([Cl:11])[C:3]=1[CH:4]=[N:16][NH:15][C:12]([NH2:14])=[NH:13]. Given the reactants [Cl:1][C:2]1[C:9]([Cl:10])=[CH:8][CH:7]=[C:6]([Cl:11])[C:3]=1[CH:4]=O.[C:12]([NH:15][NH2:16])([NH2:14])=[NH:13].Cl, predict the reaction product. (2) Given the reactants Br[CH:2]1[CH2:8][CH2:7][N:6]([CH:9]2[CH2:12][CH2:11][CH2:10]2)[CH2:5][CH2:4][C:3]1=O.[NH2:14][C:15]([CH:17]1[CH2:22][CH2:21][N:20]([C:23]([O:25][C:26]([CH3:29])([CH3:28])[CH3:27])=[O:24])[CH2:19][CH2:18]1)=[S:16], predict the reaction product. The product is: [CH:9]1([N:6]2[CH2:7][CH2:8][C:2]3[S:16][C:15]([CH:17]4[CH2:22][CH2:21][N:20]([C:23]([O:25][C:26]([CH3:29])([CH3:28])[CH3:27])=[O:24])[CH2:19][CH2:18]4)=[N:14][C:3]=3[CH2:4][CH2:5]2)[CH2:12][CH2:11][CH2:10]1. (3) Given the reactants BrC1C=C2C(=CC=1)NC=C2CC1C=CC(C(C)(C)C#N)=CC=1.N[C:24]1[CH:25]=[N:26][C:27]2[C:32]([C:33]=1[C:34]([C:36]1[CH:41]=[CH:40][C:39]([C:42]([CH3:46])([CH3:45])[C:43]#[N:44])=[CH:38][CH:37]=1)=[O:35])=[CH:31][C:30]([Br:47])=[CH:29][CH:28]=2.N([O-])=O.[Na+].[C:52]([S-:54])#[N:53].[K+], predict the reaction product. The product is: [Br:47][C:30]1[CH:31]=[C:32]2[C:27](=[CH:28][CH:29]=1)[N:26]=[CH:25][C:24]([S:54][C:52]#[N:53])=[C:33]2[C:34]([C:36]1[CH:41]=[CH:40][C:39]([C:42]([CH3:46])([CH3:45])[C:43]#[N:44])=[CH:38][CH:37]=1)=[O:35]. (4) Given the reactants [OH:1][C@H:2]1[CH2:11][CH2:10][CH2:9][C@@H:8]2[C@:3]1([C:14]1[CH:19]=[CH:18][CH:17]=[C:16]([OH:20])[CH:15]=1)[CH2:4][CH2:5][C:6](=[O:13])[C@H:7]2[CH3:12].[CH2:21]([C:23]1(C)OCC[O:24]1)C.C(O)CO.C1(C)C=CC(S(O)(=O)=O)=CC=1, predict the reaction product. The product is: [OH:20][C:16]1[CH:15]=[C:14]([C@@:3]23[C@@H:2]([OH:1])[CH2:11][CH2:10][CH2:9][C@H:8]2[C@H:7]([CH3:12])[C:6]2([O:24][CH2:23][CH2:21][O:13]2)[CH2:5][CH2:4]3)[CH:19]=[CH:18][CH:17]=1. (5) Given the reactants O.[OH-].[Li+].[OH:4][CH2:5][CH2:6][O:7][C:8]1[CH:13]=[CH:12][C:11]([C:14]2[CH:19]=[CH:18][C:17]([C:20]([O:22]CC)=[O:21])=[CH:16][C:15]=2[CH3:25])=[CH:10][CH:9]=1.C(O)C.Cl, predict the reaction product. The product is: [OH:4][CH2:5][CH2:6][O:7][C:8]1[CH:9]=[CH:10][C:11]([C:14]2[CH:19]=[CH:18][C:17]([C:20]([OH:22])=[O:21])=[CH:16][C:15]=2[CH3:25])=[CH:12][CH:13]=1. (6) Given the reactants [CH:1](=O)[C:2]1[CH:7]=[CH:6][CH:5]=[CH:4][CH:3]=1.[NH2:9][C:10]1[CH:15]=[CH:14][C:13]([C@H:16]2[CH2:20][CH2:19][CH2:18][C@H:17]2[NH:21][S:22]([CH:25]([CH3:27])[CH3:26])(=[O:24])=[O:23])=[CH:12][CH:11]=1.[BH4-].[Na+], predict the reaction product. The product is: [CH3:26][CH:25]([S:22]([NH:21][C@@H:17]1[CH2:18][CH2:19][CH2:20][C@@H:16]1[C:13]1[CH:12]=[CH:11][C:10]([NH:9][CH2:1][C:2]2[CH:7]=[CH:6][CH:5]=[CH:4][CH:3]=2)=[CH:15][CH:14]=1)(=[O:24])=[O:23])[CH3:27]. (7) The product is: [CH3:1][C@@H:2]([C@@H:9]1[C@@:13]2([CH3:28])[CH2:14][CH2:15][C@H:16]3[C@:25]4([CH3:26])[CH2:24][CH2:23][C@H:22]([OH:27])[CH2:21][C:20]4=[CH:19][CH:18]=[C:17]3[C@@H:12]2[CH2:11][CH2:10]1)/[CH:3]=[CH:4]/[C@@H:5]([CH:6]([CH3:7])[CH3:8])[CH3:29].[CH3:29][C:30]1[CH2:35][CH2:34][C@H:33]([OH:36])[CH2:32][C:31]=1/[CH:37]=[CH:38]/[C:39]1[C@@H:44]2[CH2:45][CH2:46][C@H:47]([C@@H:48](/[CH:50]=[CH:51]/[C@@H:52]([CH:53]([CH3:55])[CH3:54])[CH3:1])[CH3:49])[C@@:43]2([CH3:56])[CH2:42][CH2:41][CH:40]=1.[CH3:1][C@@H:2]([C@@H:9]1[C@@:13]2([CH3:28])[CH2:14][CH2:15][CH2:16]/[C:17](=[CH:18]\[CH:19]=[C:20]3\[CH2:21][C@@H:22]([OH:27])[CH2:23][CH2:24][C:25]\3=[CH2:26])/[C@@H:12]2[CH2:11][CH2:10]1)[CH2:3][CH2:4][CH2:5][CH:6]([CH3:7])[CH3:8]. Given the reactants [CH3:1][C@@H:2]([C@@H:9]1[C@@:13]2([CH3:28])[CH2:14][CH2:15][CH2:16]/[C:17](=[CH:18]\[CH:19]=[C:20]3\[CH2:21][C@@H:22]([OH:27])[CH2:23][CH2:24][C:25]\3=[CH2:26])/[C@@H:12]2[CH2:11][CH2:10]1)[CH2:3][CH2:4][CH2:5][CH:6]([CH3:8])[CH3:7].[CH3:29][C:30]1[CH2:35][CH2:34][C@H:33]([OH:36])[CH2:32][C:31]=1/[CH:37]=[CH:38]\[C:39]1[C@@H:44]2[CH2:45][CH2:46][C@H:47]([C@@H:48]([CH2:50][CH2:51][CH2:52][CH:53]([CH3:55])[CH3:54])[CH3:49])[C@@:43]2([CH3:56])[CH2:42][CH2:41][CH:40]=1, predict the reaction product. (8) Given the reactants [Cl:1][C:2]1[N:3]=[CH:4][C:5]2[NH:11][C:10](=[O:12])[CH:9]([CH3:13])[CH2:8][N:7]([CH:14]3[CH2:19][CH2:18][CH2:17][CH2:16][CH2:15]3)[C:6]=2[N:20]=1.IC.[CH3:23]N(C)C=O.[H-].[Na+], predict the reaction product. The product is: [Cl:1][C:2]1[N:3]=[CH:4][C:5]2[N:11]([CH3:23])[C:10](=[O:12])[CH:9]([CH3:13])[CH2:8][N:7]([CH:14]3[CH2:19][CH2:18][CH2:17][CH2:16][CH2:15]3)[C:6]=2[N:20]=1.